This data is from Forward reaction prediction with 1.9M reactions from USPTO patents (1976-2016). The task is: Predict the product of the given reaction. (1) Given the reactants [Cl:1][C:2]1[CH:7]=[C:6]([CH2:8][OH:9])[C:5]([O:10][CH3:11])=[CH:4][C:3]=1[OH:12].Br[CH2:14][C:15]([O:17][CH2:18][CH3:19])=[O:16].C(=O)([O-])[O-].[K+].[K+], predict the reaction product. The product is: [Cl:1][C:2]1[CH:7]=[C:6]([CH2:8][OH:9])[C:5]([O:10][CH3:11])=[CH:4][C:3]=1[O:12][CH2:14][C:15]([O:17][CH2:18][CH3:19])=[O:16]. (2) Given the reactants COC1C=CC(C[N:8](CC2C=CC(OC)=CC=2)[C:9]2[N:14]=[C:13]([CH3:15])[N:12]=[C:11]([C:16]3[C:17]([NH:24][C:25]4[CH:26]=[N:27][C:28]([O:31][CH3:32])=[CH:29][CH:30]=4)=[N:18][CH:19]=[C:20]([CH:23]=3)[CH:21]=O)[N:10]=2)=CC=1.[NH2:44][C@H:45]([CH3:48])[CH2:46][OH:47], predict the reaction product. The product is: [NH2:8][C:9]1[N:14]=[C:13]([CH3:15])[N:12]=[C:11]([C:16]2[CH:23]=[C:20]([CH2:21][NH:44][C@H:45]([CH3:48])[CH2:46][OH:47])[CH:19]=[N:18][C:17]=2[NH:24][C:25]2[CH:26]=[N:27][C:28]([O:31][CH3:32])=[CH:29][CH:30]=2)[N:10]=1. (3) Given the reactants [Br:1][C:2]1[CH:3]=[C:4]([CH:20]=[CH:21][C:22]=1[O:23][CH3:24])[CH2:5][CH:6]1[C:15]2[C:10](=[CH:11][C:12]([O:18][CH3:19])=[C:13]([O:16][CH3:17])[CH:14]=2)[CH2:9][CH2:8][NH:7]1.Br[CH2:26][C:27](Br)=[O:28].[CH2:30]([NH2:37])[C:31]1[CH:36]=[CH:35][CH:34]=[CH:33][CH:32]=1, predict the reaction product. The product is: [Br:1][C:2]1[CH:3]=[C:4]([CH:20]=[CH:21][C:22]=1[O:23][CH3:24])[CH2:5][CH:6]1[C:15]2[C:10](=[CH:11][C:12]([O:18][CH3:19])=[C:13]([O:16][CH3:17])[CH:14]=2)[CH2:9][CH2:8][N:7]1[CH2:26][C:27]([NH:37][CH2:30][C:31]1[CH:36]=[CH:35][CH:34]=[CH:33][CH:32]=1)=[O:28].